From a dataset of Catalyst prediction with 721,799 reactions and 888 catalyst types from USPTO. Predict which catalyst facilitates the given reaction. (1) Reactant: O1CCCCC1[N:7]1[C:15]2[C:10](=[CH:11][C:12]([CH:16]([NH2:18])[CH3:17])=[CH:13][CH:14]=2)[CH:9]=[N:8]1.[F:19][C:20]([F:35])([F:34])[C:21]1[CH:33]=[CH:32][C:24]2[O:25][C@H:26]([C:29](O)=[O:30])[CH2:27][O:28][C:23]=2[CH:22]=1.C(N(CC)C(C)C)(C)C.F[P-](F)(F)(F)(F)F.C[N+](C)=C(N(C)C)ON1C2N=CC=CC=2N=N1.C([O-])(O)=O.[Na+]. Product: [NH:7]1[C:15]2[C:10](=[CH:11][C:12]([CH:16]([NH:18][C:29]([C@H:26]3[O:25][C:24]4[CH:32]=[CH:33][C:21]([C:20]([F:35])([F:19])[F:34])=[CH:22][C:23]=4[O:28][CH2:27]3)=[O:30])[CH3:17])=[CH:13][CH:14]=2)[CH:9]=[N:8]1. The catalyst class is: 456. (2) Product: [O:12]=[C:8]1[CH2:7][CH2:6][CH2:5][C:4]2[CH:3]=[C:2]([O:1][S:22]([C:25]([F:28])([F:27])[F:26])(=[O:24])=[O:23])[CH:11]=[CH:10][C:9]1=2. The catalyst class is: 6. Reactant: [OH:1][C:2]1[CH:3]=[C:4]2[C:9](=[CH:10][CH:11]=1)[C:8](=[O:12])[CH2:7][CH2:6][CH2:5]2.C(Cl)Cl.N1C=CC=CC=1.[S:22](O[S:22]([C:25]([F:28])([F:27])[F:26])(=[O:24])=[O:23])([C:25]([F:28])([F:27])[F:26])(=[O:24])=[O:23]. (3) Reactant: [Br:1][C:2]1[N:6]([S:7]([C:10]2[CH:15]=[CH:14][CH:13]=[CH:12][CH:11]=2)(=[O:9])=[O:8])[CH:5]=[C:4]([C:16](OC)=[O:17])[C:3]=1[CH2:20][CH3:21].[H-].C([Al+]CC(C)C)C(C)C. Product: [Br:1][C:2]1[N:6]([S:7]([C:10]2[CH:15]=[CH:14][CH:13]=[CH:12][CH:11]=2)(=[O:9])=[O:8])[CH:5]=[C:4]([CH2:16][OH:17])[C:3]=1[CH2:20][CH3:21]. The catalyst class is: 11. (4) Reactant: [CH2:1]([Br:8])[C:2]1[CH:7]=[CH:6][CH:5]=[CH:4][CH:3]=1.C(=O)([O-])[O-].[K+].[K+].Cl.[N:16]12[CH2:23][CH2:22][CH:19]([CH2:20][CH2:21]1)[C@@H:18]([NH:24][C:25]([C:27]1[O:28][C:29]3[C:35]([C:36]4[CH:41]=[CH:40][CH:39]=[CH:38][C:37]=4[O:42][CH3:43])=[CH:34][CH:33]=[CH:32][C:30]=3[CH:31]=1)=[O:26])[CH2:17]2. Product: [Br-:8].[CH2:1]([N+:16]12[CH2:21][CH2:20][CH:19]([CH2:22][CH2:23]1)[C@@H:18]([NH:24][C:25]([C:27]1[O:28][C:29]3[C:35]([C:36]4[CH:41]=[CH:40][CH:39]=[CH:38][C:37]=4[O:42][CH3:43])=[CH:34][CH:33]=[CH:32][C:30]=3[CH:31]=1)=[O:26])[CH2:17]2)[C:2]1[CH:7]=[CH:6][CH:5]=[CH:4][CH:3]=1. The catalyst class is: 3. (5) Reactant: Cl[C:2]1[O:3][C:4]([CH2:14][CH2:15][CH2:16][O:17][C:18]2[CH:23]=[CH:22][CH:21]=[CH:20][C:19]=2[O:24][CH3:25])=[C:5]([C:7]2[CH:12]=[CH:11][C:10]([Cl:13])=[CH:9][CH:8]=2)[N:6]=1.[CH2:26]([C:37]1[NH:38][CH:39]=[CH:40][N:41]=1)[CH2:27][CH2:28][CH2:29][CH2:30][CH2:31][CH2:32][CH2:33][CH2:34][CH2:35][CH3:36].C(=O)([O-])[O-].[K+].[K+].CN(C)C=O. Product: [Cl:13][C:10]1[CH:11]=[CH:12][C:7]([C:5]2[N:6]=[C:2]([N:38]3[CH:39]=[CH:40][N:41]=[C:37]3[CH2:26][CH2:27][CH2:28][CH2:29][CH2:30][CH2:31][CH2:32][CH2:33][CH2:34][CH2:35][CH3:36])[O:3][C:4]=2[CH2:14][CH2:15][CH2:16][O:17][C:18]2[CH:23]=[CH:22][CH:21]=[CH:20][C:19]=2[O:24][CH3:25])=[CH:8][CH:9]=1. The catalyst class is: 6. (6) Reactant: [Br:1][C:2]1[C:3]([Cl:14])=[N:4][C:5]([CH3:13])=[C:6]([CH:12]=1)[C:7]([O:9][CH2:10][CH3:11])=[O:8].[Br:15]N1C(=O)CCC1=O.C(OOC(=O)C1C=CC=CC=1)(=O)C1C=CC=CC=1. Product: [Br:1][C:2]1[C:3]([Cl:14])=[N:4][C:5]([CH2:13][Br:15])=[C:6]([CH:12]=1)[C:7]([O:9][CH2:10][CH3:11])=[O:8]. The catalyst class is: 53. (7) Product: [CH3:1][O:2][C:3](=[O:12])[C:4]1[CH:9]=[C:8]([Cl:10])[CH:7]=[CH:6][C:5]=1[O:11][CH2:20][CH2:21][CH2:22][OH:23]. Reactant: [CH3:1][O:2][C:3](=[O:12])[C:4]1[CH:9]=[C:8]([Cl:10])[CH:7]=[CH:6][C:5]=1[OH:11].C([O-])([O-])=O.[Cs+].[Cs+].Br[CH2:20][CH2:21][CH2:22][OH:23]. The catalyst class is: 18. (8) Reactant: [F:1][C:2]1[CH:7]=[CH:6][C:5]([C:8]2[C:17](=[O:18])[N:11]3[CH2:12][CH:13]([O:15][CH3:16])[CH2:14][N:10]3[C:9]=2[C:19]2[CH:24]=[CH:23][N:22]=[C:21](SC)[N:20]=2)=[CH:4][CH:3]=1.Cl[C:28]1C=CC=C(C(OO)=O)C=1.[S:38](=[O:41])(O)[O-:39].[Na+]. Product: [F:1][C:2]1[CH:7]=[CH:6][C:5]([C:8]2[C:17](=[O:18])[N:11]3[CH2:12][CH:13]([O:15][CH3:16])[CH2:14][N:10]3[C:9]=2[C:19]2[CH:24]=[CH:23][N:22]=[C:21]([S:38]([CH3:28])(=[O:41])=[O:39])[N:20]=2)=[CH:4][CH:3]=1. The catalyst class is: 4.